The task is: Predict the product of the given reaction.. This data is from Forward reaction prediction with 1.9M reactions from USPTO patents (1976-2016). (1) Given the reactants [CH2:1]([CH:8]1[CH2:13][CH2:12][NH:11][CH2:10][CH2:9]1)[C:2]1[CH:7]=[CH:6][CH:5]=[CH:4][CH:3]=1.O=[CH:15][CH2:16][CH2:17][C:18]1[N:22]([CH2:23][CH2:24][C:25]#[N:26])[C:21]2[CH:27]=[CH:28][CH:29]=[CH:30][C:20]=2[N:19]=1.Cl[CH2:32]CCl.C(O[BH-](OC(=O)C)OC(=O)C)(=O)C.[Na+], predict the reaction product. The product is: [CH2:1]([CH:8]1[CH2:13][CH2:12][N:11]([CH2:15][CH2:16][CH:17]([C:18]2[N:22]([CH2:23][CH2:24][C:25]#[N:26])[C:21]3[CH:27]=[CH:28][CH:29]=[CH:30][C:20]=3[N:19]=2)[CH3:32])[CH2:10][CH2:9]1)[C:2]1[CH:7]=[CH:6][CH:5]=[CH:4][CH:3]=1. (2) Given the reactants [O:1]1[CH:5]=[C:4]([C:6]([OH:8])=O)[N:3]=[CH:2]1.C[N:10]([CH3:13])[CH:11]=[O:12].O[N:15]1[C:19]2[CH:20]=[CH:21][CH:22]=[CH:23][C:18]=2N=N1.Cl.CN(C)[CH2:27][CH2:28][CH2:29]N=C=NCC.[CH:36](N(CC)C(C)C)(C)C.C(NC(NC1C=CC(C2N=[C:59]([N:67]3[CH2:72][CH2:71][O:70][CH2:69][CH2:68]3)[C:60]3[CH2:66][CH2:65][NH:64][CH2:63][C:61]=3N=2)=CC=1)=O)C, predict the reaction product. The product is: [CH2:13]([NH:10][C:11]([NH:15][C:19]1[CH:20]=[CH:21][C:22]([C:28]2[CH:29]=[C:61]3[C:60]([CH2:66][CH2:65][N:64]([C:6]([C:4]4[N:3]=[CH:2][O:1][CH:5]=4)=[O:8])[CH2:63]3)=[C:59]([N:67]3[CH2:68][CH2:69][O:70][CH2:71][CH2:72]3)[CH:27]=2)=[CH:23][CH:18]=1)=[O:12])[CH3:36]. (3) Given the reactants C(OP(C#N)(=O)OCC)C.C(N(CC)CC)C.[CH2:18]([S:20]([C:23]1[CH:24]=[CH:25][C:26]([O:50][CH3:51])=[C:27]([NH:29][C:30]2[O:31][C:32]([C:35]3[CH:36]=[C:37]([C:41]4[CH:46]=[CH:45][C:44]([C:47](O)=[O:48])=[CH:43][CH:42]=4)[CH:38]=[CH:39][CH:40]=3)=[CH:33][N:34]=2)[CH:28]=1)(=[O:22])=[O:21])[CH3:19].[CH2:52]1[N:57]([CH2:58][CH2:59][NH2:60])[CH2:56][CH2:55][O:54][CH2:53]1, predict the reaction product. The product is: [CH2:18]([S:20]([C:23]1[CH:24]=[CH:25][C:26]([O:50][CH3:51])=[C:27]([NH:29][C:30]2[O:31][C:32]([C:35]3[CH:36]=[C:37]([C:41]4[CH:42]=[CH:43][C:44]([C:47]([NH:60][CH2:59][CH2:58][N:57]5[CH2:52][CH2:53][O:54][CH2:55][CH2:56]5)=[O:48])=[CH:45][CH:46]=4)[CH:38]=[CH:39][CH:40]=3)=[CH:33][N:34]=2)[CH:28]=1)(=[O:22])=[O:21])[CH3:19]. (4) Given the reactants [OH:1][C:2]1[C:27]([O:28][CH3:29])=[CH:26][C:5]2[C:6]3[N:11]([CH:12]([C:14]([CH3:19])([CH3:18])[CH2:15][O:16][CH3:17])[CH2:13][C:4]=2[CH:3]=1)[CH:10]=[C:9]([C:20]([O:22][CH2:23][CH3:24])=[O:21])[C:8](=[O:25])[CH:7]=3.C(=O)([O-])[O-].[K+].[K+].Br[CH2:37][CH2:38][O:39][CH2:40][CH3:41].O, predict the reaction product. The product is: [CH2:38]([O:39][CH2:40][CH2:41][O:1][C:2]1[C:27]([O:28][CH3:29])=[CH:26][C:5]2[C:6]3[N:11]([CH:12]([C:14]([CH3:18])([CH3:19])[CH2:15][O:16][CH3:17])[CH2:13][C:4]=2[CH:3]=1)[CH:10]=[C:9]([C:20]([O:22][CH2:23][CH3:24])=[O:21])[C:8](=[O:25])[CH:7]=3)[CH3:37].